This data is from NCI-60 drug combinations with 297,098 pairs across 59 cell lines. The task is: Regression. Given two drug SMILES strings and cell line genomic features, predict the synergy score measuring deviation from expected non-interaction effect. (1) Drug 1: CCCS(=O)(=O)NC1=C(C(=C(C=C1)F)C(=O)C2=CNC3=C2C=C(C=N3)C4=CC=C(C=C4)Cl)F. Drug 2: CC=C1C(=O)NC(C(=O)OC2CC(=O)NC(C(=O)NC(CSSCCC=C2)C(=O)N1)C(C)C)C(C)C. Cell line: A549. Synergy scores: CSS=45.5, Synergy_ZIP=1.13, Synergy_Bliss=-2.64, Synergy_Loewe=-45.3, Synergy_HSA=-4.08. (2) Drug 1: CC1=C(C=C(C=C1)NC2=NC=CC(=N2)N(C)C3=CC4=NN(C(=C4C=C3)C)C)S(=O)(=O)N.Cl. Drug 2: C1=CC(=CC=C1CCCC(=O)O)N(CCCl)CCCl. Cell line: OVCAR3. Synergy scores: CSS=19.2, Synergy_ZIP=-1.89, Synergy_Bliss=0.318, Synergy_Loewe=-4.50, Synergy_HSA=-0.434.